This data is from Forward reaction prediction with 1.9M reactions from USPTO patents (1976-2016). The task is: Predict the product of the given reaction. Given the reactants [CH3:1][CH:2]([C:4]1[N:8]([CH2:9][CH2:10][C@@H:11]([OH:19])[CH2:12][C@@H:13]([OH:18])[CH2:14][C:15]([O-:17])=[O:16])[C:7]([C:20]2[CH:25]=[CH:24][C:23]([F:26])=[CH:22][CH:21]=2)=[C:6]([C:27]2[CH:32]=[CH:31][CH:30]=[CH:29][CH:28]=2)[C:5]=1[C:33]([NH:35][C:36]1[CH:41]=[CH:40][CH:39]=[CH:38][CH:37]=1)=[O:34])[CH3:3].[CH3:3][CH:2]([C:4]1[N:8]([CH2:9][CH2:10][C@@H:11]([OH:19])[CH2:12][C@@H:13]([OH:18])[CH2:14][C:15]([O-:17])=[O:16])[C:7]([C:20]2[CH:25]=[CH:24][C:23]([F:26])=[CH:22][CH:21]=2)=[C:6]([C:27]2[CH:32]=[CH:31][CH:30]=[CH:29][CH:28]=2)[C:5]=1[C:33]([NH:35][C:36]1[CH:41]=[CH:40][CH:39]=[CH:38][CH:37]=1)=[O:34])[CH3:1].[Ca+2].[CH2:84]([OH:95])[C@H:85]([C@H:87]([C@@H:89]([C@@H:91]([CH2:93][OH:94])[OH:92])[OH:90])[OH:88])[OH:86], predict the reaction product. The product is: [CH3:3][CH:2]([C:4]1[N:8]([CH2:9][CH2:10][C@@H:11]([OH:19])[CH2:12][C@@H:13]([OH:18])[CH2:14][C:15]([OH:17])=[O:16])[C:7]([C:20]2[CH:21]=[CH:22][C:23]([F:26])=[CH:24][CH:25]=2)=[C:6]([C:27]2[CH:28]=[CH:29][CH:30]=[CH:31][CH:32]=2)[C:5]=1[C:33]([NH:35][C:36]1[CH:37]=[CH:38][CH:39]=[CH:40][CH:41]=1)=[O:34])[CH3:1].[CH2:93]([OH:94])[C@H:91]([C@H:89]([C@@H:87]([C@@H:85]([CH2:84][OH:95])[OH:86])[OH:88])[OH:90])[OH:92].